From a dataset of Catalyst prediction with 721,799 reactions and 888 catalyst types from USPTO. Predict which catalyst facilitates the given reaction. (1) Reactant: C(N(CC)CC)C.[CH2:8]([NH2:11])[CH2:9][CH3:10].[F:12][C:13]([F:24])([F:23])[C:14](O[C:14](=[O:15])[C:13]([F:24])([F:23])[F:12])=[O:15]. Product: [CH2:8]([NH:11][C:14](=[O:15])[C:13]([F:24])([F:23])[F:12])[CH2:9][CH3:10]. The catalyst class is: 1. (2) Reactant: [CH3:1][O:2][C:3]([C:5]1[C@H:10]([C:11]2[CH:16]=[CH:15][C:14]([F:17])=[C:13]([F:18])[CH:12]=2)[N:9]([C:19]([NH:21][CH2:22][CH2:23][C:24]([O:26]CC)=[O:25])=[O:20])[C:8](=[O:29])[NH:7][C:6]=1[CH2:30][O:31][CH3:32])=[O:4].[OH-].[Na+]. Product: [CH3:1][O:2][C:3]([C:5]1[C@H:10]([C:11]2[CH:16]=[CH:15][C:14]([F:17])=[C:13]([F:18])[CH:12]=2)[N:9]([C:19]([NH:21][CH2:22][CH2:23][C:24]([OH:26])=[O:25])=[O:20])[C:8](=[O:29])[NH:7][C:6]=1[CH2:30][O:31][CH3:32])=[O:4]. The catalyst class is: 5. (3) Reactant: [F:1][C:2]1[CH:7]=[CH:6][CH:5]=[CH:4][C:3]=1[C:8]1[C:9]([N:17]2[CH2:22][CH2:21][N:20](C(OC(C)(C)C)=O)[CH2:19][CH2:18]2)=[C:10]2[CH:16]=[CH:15][NH:14][C:11]2=[N:12][CH:13]=1.C(O)(C(F)(F)F)=O. Product: [F:1][C:2]1[CH:7]=[CH:6][CH:5]=[CH:4][C:3]=1[C:8]1[C:9]([N:17]2[CH2:18][CH2:19][NH:20][CH2:21][CH2:22]2)=[C:10]2[CH:16]=[CH:15][NH:14][C:11]2=[N:12][CH:13]=1. The catalyst class is: 2. (4) Reactant: [I:1][C:2]1[CH:7]=[CH:6][C:5]([C:8]2([C:11]([OH:13])=O)[CH2:10][CH2:9]2)=[CH:4][CH:3]=1.[CH2:26]1[CH2:25]C[CH:23]([N:22]=C=[N:22][CH:23]2[CH2:28][CH2:27][CH2:26][CH2:25]C2)[CH2:28][CH2:27]1.FC1C(O)=C(F)C(F)=C(F)C=1F.N1CCCCC1. Product: [I:1][C:2]1[CH:3]=[CH:4][C:5]([C:8]2([C:11]([N:22]3[CH2:23][CH2:28][CH2:27][CH2:26][CH2:25]3)=[O:13])[CH2:9][CH2:10]2)=[CH:6][CH:7]=1. The catalyst class is: 795.